From a dataset of Catalyst prediction with 721,799 reactions and 888 catalyst types from USPTO. Predict which catalyst facilitates the given reaction. (1) Reactant: COC1C=CC(C[O:8][C:9]2[N:14]=[C:13]([C:15]3[CH:28]=[CH:27][CH:26]=[C:25]4[C:16]=3[S:17][C:18]3[CH:19]=[CH:20][C:21]([NH:29]C(=O)OC(C)(C)C)=[CH:22][C:23]=3[CH2:24]4)[CH:12]=[C:11]([N:37]3[CH2:42][CH2:41][O:40][CH2:39][CH2:38]3)[CH:10]=2)=CC=1. Product: [NH2:29][C:21]1[CH:22]=[C:23]2[C:18]([S:17][C:16]3[C:15]([C:13]4[NH:14][C:9](=[O:8])[CH:10]=[C:11]([N:37]5[CH2:42][CH2:41][O:40][CH2:39][CH2:38]5)[CH:12]=4)=[CH:28][CH:27]=[CH:26][C:25]=3[CH2:24]2)=[CH:19][CH:20]=1. The catalyst class is: 55. (2) The catalyst class is: 3. Reactant: [CH3:1][C:2]([CH3:37])([CH3:36])[CH2:3][CH2:4][N:5]1[C:10](=[O:11])[C:9]([C:12]2[NH:17][C:16]3[CH:18]=[CH:19][C:20]([NH:22][S:23]([CH:26]=C)(=[O:25])=[O:24])=[CH:21][C:15]=3[S:14](=[O:29])(=[O:28])[N:13]=2)=[C:8]([OH:30])[C:7]([C:31]2[S:32][CH:33]=[CH:34][CH:35]=2)=[N:6]1.[H-].[Na+].[C:40]([O:46][CH2:47]Cl)(=[O:45])[C:41]([CH3:44])([CH3:43])[CH3:42]. Product: [CH3:1][C:2]([CH3:37])([CH3:36])[CH2:3][CH2:4][N:5]1[C:10](=[O:11])[C:9]([C:12]2[NH:17][C:16]3[CH:18]=[CH:19][C:20]([N:22]([CH2:47][O:46][C:40](=[O:45])[C:41]([CH3:44])([CH3:43])[CH3:42])[S:23]([CH3:26])(=[O:24])=[O:25])=[CH:21][C:15]=3[S:14](=[O:29])(=[O:28])[N:13]=2)=[C:8]([OH:30])[C:7]([C:31]2[S:32][CH:33]=[CH:34][CH:35]=2)=[N:6]1. (3) Reactant: C([O-])(=O)C.[NH4+].[F:6][C:7]1[CH:8]=[C:9]([CH:12]=[C:13]([O:15][CH2:16][CH2:17][CH3:18])[CH:14]=1)[CH:10]=O.[N+:19]([CH3:22])([O-:21])=[O:20].O. Product: [F:6][C:7]1[CH:14]=[C:13]([O:15][CH2:16][CH2:17][CH3:18])[CH:12]=[C:9](/[CH:10]=[CH:22]/[N+:19]([O-:21])=[O:20])[CH:8]=1. The catalyst class is: 15. (4) Reactant: [H-].[Na+].[F:3][C:4]1[CH:9]=[CH:8][C:7]([C:10]2[O:11][CH:12]=[C:13]([CH2:15][C:16]#[N:17])[N:14]=2)=[CH:6][CH:5]=1.[CH3:18]I. Product: [F:3][C:4]1[CH:5]=[CH:6][C:7]([C:10]2[O:11][CH:12]=[C:13]([CH:15]([CH3:18])[C:16]#[N:17])[N:14]=2)=[CH:8][CH:9]=1. The catalyst class is: 1. (5) Reactant: F[C:2]1[CH:3]=[C:4]2[C:8](=[CH:9][CH:10]=1)[C:7](=O)[CH2:6][CH2:5]2.[NH:12]1[C:20]2[C:15](=[CH:16][CH:17]=[CH:18][CH:19]=2)[CH2:14][C:13]1=[O:21].[NH:22]1[CH2:27][CH2:26][CH2:25][CH2:24][CH2:23]1.O. Product: [N:22]1([C:2]2[CH:3]=[C:4]3[C:8](=[CH:9][CH:10]=2)[C:7](=[C:14]2[C:15]4[C:20](=[CH:19][CH:18]=[CH:17][CH:16]=4)[NH:12][C:13]2=[O:21])[CH2:6][CH2:5]3)[CH2:27][CH2:26][CH2:25][CH2:24][CH2:23]1. The catalyst class is: 9. (6) The catalyst class is: 8. Product: [ClH:2].[CH3:5][N:4]([CH2:6][CH2:7][CH2:8][CH2:9][CH2:10][CH2:11][CH2:12][CH2:13][CH2:14][CH2:15][CH2:16][CH2:17][CH2:18][CH2:19][CH2:20][CH2:21][CH2:22][CH3:23])[CH3:3]. Reactant: O.[ClH:2].[CH3:3][N:4]([CH2:6][CH2:7][CH2:8][CH2:9][CH2:10][CH2:11][CH2:12][CH2:13][CH2:14][CH2:15][CH2:16][CH2:17][CH2:18][CH2:19][CH2:20][CH2:21][CH2:22][CH3:23])[CH3:5]. (7) Reactant: O1CCOC1C1C=C[C:9]([NH:12][C:13]2[CH:18]=[CH:17][N:16]=[C:15]([CH3:19])[CH:14]=2)=NC=1.O.[C:21]1([CH3:31])[CH:26]=[CH:25][C:24](S(O)(=O)=O)=[CH:23][CH:22]=1.C([O-])(O)=[O:33].[Na+]. Product: [CH3:9][N:12]([C:13]1[CH:18]=[CH:17][N:16]=[C:15]([CH3:19])[CH:14]=1)[C:24]1[CH:25]=[CH:26][C:21]([CH:31]=[O:33])=[CH:22][CH:23]=1. The catalyst class is: 1. (8) Reactant: C[O:2][C:3](=[O:12])[C@H:4]([O:10][CH3:11])[CH2:5][C:6]([O:8]C)=[O:7]. Product: [CH3:11][O:10][C@H:4]([CH2:5][C:6]([OH:8])=[O:7])[C:3]([OH:12])=[O:2]. The catalyst class is: 33. (9) Reactant: [F:1][C:2]([F:16])([F:15])[C:3]1[CH:4]=[C:5]([NH:9][C:10]([CH3:14])=[CH:11][C:12]#[N:13])[CH:6]=[CH:7][CH:8]=1.[CH:17]([C:19]1[CH:26]=[CH:25][C:22]([C:23]#[N:24])=[CH:21][CH:20]=1)=O.[C:27](#[N:31])[CH2:28][C:29]#[N:30].N1CCCCC1. Product: [NH2:31][C:27]1[N:9]([C:5]2[CH:6]=[CH:7][CH:8]=[C:3]([C:2]([F:15])([F:16])[F:1])[CH:4]=2)[C:10]([CH3:14])=[C:11]([C:12]#[N:13])[CH:17]([C:19]2[CH:26]=[CH:25][C:22]([C:23]#[N:24])=[CH:21][CH:20]=2)[C:28]=1[C:29]#[N:30]. The catalyst class is: 8.